This data is from HIV replication inhibition screening data with 41,000+ compounds from the AIDS Antiviral Screen. The task is: Binary Classification. Given a drug SMILES string, predict its activity (active/inactive) in a high-throughput screening assay against a specified biological target. (1) The molecule is COc1ccc(C2Oc3cc(OC)c(OC)cc3C2CCl)cc1OC. The result is 0 (inactive). (2) The compound is CC1OC(=O)N2CCCC(=C3SCCCS3)C12. The result is 0 (inactive). (3) The drug is c1ccc(N2CCN(c3ccccn3)CC2)nc1. The result is 0 (inactive). (4) The compound is O=C1CSc2ncccc2N1c1ccc([N+](=O)[O-])cn1. The result is 0 (inactive). (5) The compound is CC(CC(=O)Nc1cc(C)ccc1C)=NNC(=O)c1ccncc1. The result is 0 (inactive). (6) The molecule is NS(=O)(=O)c1cc2c(cc1Cl)=NC(C(=NNC(=O)c1ccncc1)C1C(=O)NC(=O)NC1=O)=NS=2(=O)O. The result is 0 (inactive).